Dataset: CYP3A4 inhibition data for predicting drug metabolism from PubChem BioAssay. Task: Regression/Classification. Given a drug SMILES string, predict its absorption, distribution, metabolism, or excretion properties. Task type varies by dataset: regression for continuous measurements (e.g., permeability, clearance, half-life) or binary classification for categorical outcomes (e.g., BBB penetration, CYP inhibition). Dataset: cyp3a4_veith. The molecule is CC1Cc2ccccc2N1C(=O)Cn1cc([N+](=O)[O-])cn1. The result is 0 (non-inhibitor).